This data is from Kinase inhibitor binding affinity data with 442 proteins and 68 drugs (Kd values). The task is: Regression. Given a target protein amino acid sequence and a drug SMILES string, predict the binding affinity score between them. We predict pKd (pKd = -log10(Kd in M); higher means stronger binding). Dataset: davis. (1) The drug is CCOc1cc2ncc(C#N)c(Nc3ccc(OCc4ccccn4)c(Cl)c3)c2cc1NC(=O)C=CCN(C)C. The target protein (PRKX) has sequence MEAPGLAQAAAAESDSRKVAEETPDGAPALCPSPEALSPEPPVYSLQDFDTLATVGTGTFGRVHLVKEKTAKHFFALKVMSIPDVIRLKQEQHVHNEKSVLKEVSHPFLIRLFWTWHDERFLYMLMEYVPGGELFSYLRNRGRFSSTTGLFYSAEIICAIEYLHSKEIVYRDLKPENILLDRDGHIKLTDFGFAKKLVDRTWTLCGTPEYLAPEVIQSKGHGRAVDWWALGILIFEMLSGFPPFFDDNPFGIYQKILAGKIDFPRHLDFHVKDLIKKLLVVDRTRRLGNMKNGANDVKHHRWFRSVDWEAVPQRKLKPPIVPKIAGDGDTSNFETYPENDWDTAAPVPQKDLEIFKNF. The pKd is 5.0. (2) The drug is COc1cc2c(Oc3ccc4[nH]c(C)cc4c3F)ncnc2cc1OCCCN1CCCC1. The target protein (CDC2L5) has sequence MLPEDKEADSLRGNISVKAVKKEVEKKLRCLLADLPLPPELPGGDDLSKSPEEKKTATQLHSKRRPKICGPRYGETKEKDIDWGKRCVDKFDIIGIIGEGTYGQVYKARDKDTGEMVALKKVRLDNEKEGFPITAIREIKILRQLTHQSIINMKEIVTDKEDALDFKKDKGAFYLVFEYMDHDLMGLLESGLVHFNENHIKSFMRQLMEGLDYCHKKNFLHRDIKCSNILLNNRGQIKLADFGLARLYSSEESRPYTNKVITLWYRPPELLLGEERYTPAIDVWSCGCILGELFTKKPIFQANQELAQLELIRHEENEVSDKQI. The pKd is 5.0. (3) The compound is Cc1cn(-c2cc(NC(=O)c3ccc(C)c(Nc4nccc(-c5cccnc5)n4)c3)cc(C(F)(F)F)c2)cn1. The target protein (MAST1) has sequence MSDSLWTALSNFSMPSFPGGSMFRRTKSCRTSNRKSLILTSTSPTLPRPHSPLPGHLGSSPLDSPRNFSPNTPAHFSFASSRRADGRRWSLASLPSSGYGTNTPSSTVSSSCSSQERLHQLPYQPTVDELHFLSKHFGSTESITDEDGGRRSPAVRPRSRSLSPGRSPSSYDNEIVMMNHVYKERFPKATAQMEEKLRDFTRAYEPDSVLPLADGVLSFIHHQIIELARDCLTKSRDGLITTVYFYELQENLEKLLQDAYERSESLEVAFVTQLVKKLLIIISRPARLLECLEFNPEEFYHLLEAAEGHAKEGHLVKTDIPRYIIRQLGLTRDPFPDVVHLEEQDSGGSNTPEQDDLSEGRSSKAKKPPGENDFDTIKLISNGAYGAVYLVRHRDTRQRFAMKKINKQNLILRNQIQQAFVERDILTFAENPFVVGMFCSFETRRHLCMVMEYVEGGDCATLLKNIGALPVEMARMYFAETVLALEYLHNYGIVHRDLKP.... The pKd is 5.0. (4) The drug is COc1cc2ncnc(Nc3ccc(F)c(Cl)c3)c2cc1OCCCN1CCOCC1. The target protein (BLK) has sequence MGLVSSKKPDKEKPIKEKDKGQWSPLKVSAQDKDAPPLPPLVVFNHLTPPPPDEHLDEDKHFVVALYDYTAMNDRDLQMLKGEKLQVLKGTGDWWLARSLVTGREGYVPSNFVARVESLEMERWFFRSQGRKEAERQLLAPINKAGSFLIRESETNKGAFSLSVKDVTTQGELIKHYKIRCLDEGGYYISPRITFPSLQALVQHYSKKGDGLCQRLTLPCVRPAPQNPWAQDEWEIPRQSLRLVRKLGSGQFGEVWMGYYKNNMKVAIKTLKEGTMSPEAFLGEANVMKALQHERLVRLYAVVTKEPIYIVTEYMARGCLLDFLKTDEGSRLSLPRLIDMSAQIAEGMAYIERMNSIHRDLRAANILVSEALCCKIADFGLARIIDSEYTAQEGAKFPIKWTAPEAIHFGVFTIKADVWSFGVLLMEVVTYGRVPYPGMSNPEVIRNLERGYRMPRPDTCPPELYRGVIAECWRSRPEERPTFDCTPGRVTRPLCAASFV.... The pKd is 5.9.